Dataset: Full USPTO retrosynthesis dataset with 1.9M reactions from patents (1976-2016). Task: Predict the reactants needed to synthesize the given product. Given the product [F:26][C:25]([F:28])([F:27])[C:17]1[CH:16]=[C:15]([CH:20]=[C:19]([C:21]([F:24])([F:23])[F:22])[CH:18]=1)[CH2:14][N:7]([CH2:6][C:5]1[CH:29]=[C:30]([C:33]([F:36])([F:35])[F:34])[CH:31]=[CH:32][C:4]=1[CH:3]([O:2][CH3:1])[CH:37]1[CH2:38][CH2:39][N:40]([C:49]([NH2:45])=[O:53])[CH2:41][CH2:42]1)[C:8]1[N:9]=[N:10][N:11]([CH3:13])[N:12]=1, predict the reactants needed to synthesize it. The reactants are: [CH3:1][O:2][CH:3]([CH:37]1[CH2:42][CH2:41][NH:40][CH2:39][CH2:38]1)[C:4]1[CH:32]=[CH:31][C:30]([C:33]([F:36])([F:35])[F:34])=[CH:29][C:5]=1[CH2:6][N:7]([CH2:14][C:15]1[CH:20]=[C:19]([C:21]([F:24])([F:23])[F:22])[CH:18]=[C:17]([C:25]([F:28])([F:27])[F:26])[CH:16]=1)[C:8]1[N:9]=[N:10][N:11]([CH3:13])[N:12]=1.CC[N:45]([CH:49](C)C)C(C)C.C(Cl)(Cl)=[O:53].C1(C)C=CC=CC=1.N.